From a dataset of Full USPTO retrosynthesis dataset with 1.9M reactions from patents (1976-2016). Predict the reactants needed to synthesize the given product. (1) Given the product [NH2:28][C:26]1[N:27]=[C:22]2[CH:21]=[CH:20][C:19]([O:18][C:14]3[CH:13]=[C:12]([NH:11][C:9](=[O:10])[C:8]4[CH:35]=[CH:36][CH:37]=[C:6]([C:3]([C:1]#[N:2])([CH3:5])[CH3:4])[CH:7]=4)[CH:17]=[CH:16][CH:15]=3)=[CH:24][N:23]2[CH:25]=1, predict the reactants needed to synthesize it. The reactants are: [C:1]([C:3]([C:6]1[CH:7]=[C:8]([CH:35]=[CH:36][CH:37]=1)[C:9]([NH:11][C:12]1[CH:17]=[CH:16][CH:15]=[C:14]([O:18][C:19]2[CH:20]=[CH:21][C:22]3[N:23]([CH:25]=[C:26]([NH:28]C(=O)C(F)(F)F)[N:27]=3)[CH:24]=2)[CH:13]=1)=[O:10])([CH3:5])[CH3:4])#[N:2].[OH-].[Na+].O. (2) The reactants are: [OH-].[Na+].[N+:3]([CH3:6])([O-:5])=[O:4].[Br:7][CH2:8][CH2:9][CH2:10][O:11][C:12]1[C:13]([B:20]2[O:24][C:23](C)(C)C(C)(C)[O:21]2)=[C:14]([CH:17]=[CH:18][CH:19]=1)C=O.Cl. Given the product [Br:7][CH2:8][CH2:9][CH2:10][O:11][C:12]1[C:13]2[B:20]([OH:21])[O:24][CH:23]([CH2:6][N+:3]([O-:5])=[O:4])[C:14]=2[CH:17]=[CH:18][CH:19]=1, predict the reactants needed to synthesize it. (3) Given the product [NH2:16][C:13]1[CH:14]=[CH:15][C:10]([C:9]([O:8][CH3:7])=[O:26])=[CH:11][C:12]=1[CH2:27][C:28]1[CH:33]=[CH:32][CH:31]=[CH:30][CH:29]=1, predict the reactants needed to synthesize it. The reactants are: C([O-])([O-])=O.[K+].[K+].[CH3:7][O:8][C:9](=[O:26])[C:10]1[CH:15]=[CH:14][C:13]([NH2:16])=[C:12](B2OC(C)(C)C(C)(C)O2)[CH:11]=1.[CH2:27](Br)[C:28]1[CH:33]=[CH:32][CH:31]=[CH:30][CH:29]=1. (4) Given the product [CH3:1][N:2]1[CH:6]=[CH:5][CH:4]=[C:3]1[C:7]([Cl:12])=[O:9], predict the reactants needed to synthesize it. The reactants are: [CH3:1][N:2]1[CH:6]=[CH:5][CH:4]=[C:3]1[C:7]([OH:9])=O.S(Cl)([Cl:12])=O. (5) The reactants are: [Cl:1][C:2]1[S:9][C:8]2[CH:7]=[C:6]([C:10]([NH:12][C@@H:13]3[CH2:21][C:20]4[C:15](=[CH:16][CH:17]=[CH:18][CH:19]=4)[C@H:14]3[CH2:22][C:23]([O:25]C)=[O:24])=[O:11])[NH:5][C:4]=2[C:3]=1[Cl:27].C(=O)([O-])[O-].[K+].[K+]. Given the product [Cl:1][C:2]1[S:9][C:8]2[CH:7]=[C:6]([C:10]([NH:12][C@@H:13]3[CH2:21][C:20]4[C:15](=[CH:16][CH:17]=[CH:18][CH:19]=4)[C@H:14]3[CH2:22][C:23]([OH:25])=[O:24])=[O:11])[NH:5][C:4]=2[C:3]=1[Cl:27], predict the reactants needed to synthesize it.